From a dataset of Full USPTO retrosynthesis dataset with 1.9M reactions from patents (1976-2016). Predict the reactants needed to synthesize the given product. (1) Given the product [ClH:17].[CH3:1][S:2]([C:5]1[N:10]=[CH:9][C:8]([NH:11][NH2:12])=[CH:7][CH:6]=1)(=[O:4])=[O:3], predict the reactants needed to synthesize it. The reactants are: [CH3:1][S:2]([C:5]1[N:10]=[CH:9][C:8]([NH2:11])=[CH:7][CH:6]=1)(=[O:4])=[O:3].[N:12]([O-])=O.[Na+].[Sn](Cl)[Cl:17]. (2) Given the product [NH2:1][C:4]1[CH:5]=[N:6][C:7]2[C:12]([C:13]=1[NH2:14])=[CH:11][CH:10]=[CH:9][CH:8]=2, predict the reactants needed to synthesize it. The reactants are: [N+:1]([C:4]1[CH:5]=[N:6][C:7]2[C:12]([C:13]=1[NH2:14])=[CH:11][CH:10]=[CH:9][CH:8]=2)([O-])=O.